From a dataset of Forward reaction prediction with 1.9M reactions from USPTO patents (1976-2016). Predict the product of the given reaction. (1) The product is: [C:19]([CH2:20][NH:21][C:13](=[O:15])[C:12]1[CH:11]=[CH:10][C:9]([CH2:1][CH2:2][CH2:3][CH2:4][CH2:5][CH2:6][CH2:7][CH3:8])=[CH:17][CH:16]=1)#[N:18]. Given the reactants [CH2:1]([C:9]1[CH:17]=[CH:16][C:12]([C:13]([OH:15])=O)=[CH:11][CH:10]=1)[CH2:2][CH2:3][CH2:4][CH2:5][CH2:6][CH2:7][CH3:8].[NH2:18][CH2:19][C:20]#[N:21], predict the reaction product. (2) Given the reactants [N:1]12[CH2:8][CH2:7][CH:4]([CH2:5][CH2:6]1)[CH:3]([NH:9][C:10]([NH:12][C:13]([C:15]1[C:20]([NH2:21])=[N:19][C:18]([NH2:22])=[C:17]([Cl:23])[N:16]=1)=[O:14])=[NH:11])[CH2:2]2.[CH2:24]([Br:31])[C:25]1[CH:30]=[CH:29][CH:28]=[CH:27][CH:26]=1.C(OCC)C, predict the reaction product. The product is: [Br-:31].[CH2:24]([N+:1]12[CH2:8][CH2:7][CH:4]([CH2:5][CH2:6]1)[CH:3]([NH:9][C:10]([NH2:11])=[N:12][C:13]([C:15]1[C:20]([NH2:21])=[N:19][C:18]([NH2:22])=[C:17]([Cl:23])[N:16]=1)=[O:14])[CH2:2]2)[C:25]1[CH:30]=[CH:29][CH:28]=[CH:27][CH:26]=1.